This data is from NCI-60 drug combinations with 297,098 pairs across 59 cell lines. The task is: Regression. Given two drug SMILES strings and cell line genomic features, predict the synergy score measuring deviation from expected non-interaction effect. Drug 1: C1CC(C1)(C(=O)O)C(=O)O.[NH2-].[NH2-].[Pt+2]. Drug 2: C1CN(CCN1C(=O)CCBr)C(=O)CCBr. Cell line: BT-549. Synergy scores: CSS=15.2, Synergy_ZIP=-7.48, Synergy_Bliss=-6.71, Synergy_Loewe=-5.38, Synergy_HSA=-3.31.